Dataset: Peptide-MHC class I binding affinity with 185,985 pairs from IEDB/IMGT. Task: Regression. Given a peptide amino acid sequence and an MHC pseudo amino acid sequence, predict their binding affinity value. This is MHC class I binding data. (1) The peptide sequence is ASDYSQGAF. The MHC is HLA-B27:05 with pseudo-sequence HLA-B27:05. The binding affinity (normalized) is 0.213. (2) The peptide sequence is LTEFQPHQLW. The MHC is HLA-A01:01 with pseudo-sequence HLA-A01:01. The binding affinity (normalized) is 0.125. (3) The peptide sequence is FVAAFDHFY. The MHC is HLA-B07:02 with pseudo-sequence HLA-B07:02. The binding affinity (normalized) is 0.0847. (4) The peptide sequence is ANFKFRDL. The MHC is H-2-Db with pseudo-sequence H-2-Db. The binding affinity (normalized) is 0. (5) The peptide sequence is SNFVFAGI. The MHC is H-2-Kb with pseudo-sequence H-2-Kb. The binding affinity (normalized) is 1.00. (6) The peptide sequence is YMVTDKTAY. The MHC is HLA-A31:01 with pseudo-sequence HLA-A31:01. The binding affinity (normalized) is 0.00425. (7) The binding affinity (normalized) is 0. The MHC is HLA-A26:01 with pseudo-sequence HLA-A26:01. The peptide sequence is EVAQRAYR.